This data is from Catalyst prediction with 721,799 reactions and 888 catalyst types from USPTO. The task is: Predict which catalyst facilitates the given reaction. (1) Reactant: [CH3:1][C:2]([CH3:10])([CH3:9])[CH2:3][C:4](=[O:8])[CH2:5][C:6]#[N:7].[C:11]1([CH3:19])[CH:16]=[CH:15][C:14]([CH:17]=O)=[CH:13][CH:12]=1.N1CCCCC1.C(O)(=O)C. Product: [CH3:1][C:2]([CH3:10])([CH3:9])[CH2:3][C:4]([C:5](=[CH:19][C:11]1[CH:16]=[CH:15][C:14]([CH3:17])=[CH:13][CH:12]=1)[C:6]#[N:7])=[O:8]. The catalyst class is: 11. (2) Reactant: [CH:1]([N:4](CC)C(C)C)(C)C.[CH2:10]([C:15]12[CH2:22][CH2:21][C:18]([C:23]([OH:25])=O)([CH2:19][CH2:20]1)[CH2:17][CH2:16]2)[CH2:11][CH2:12][CH2:13][CH3:14].Cl.CN. Product: [CH3:1][NH:4][C:23]([C:18]12[CH2:21][CH2:22][C:15]([CH2:10][CH2:11][CH2:12][CH2:13][CH3:14])([CH2:20][CH2:19]1)[CH2:16][CH2:17]2)=[O:25]. The catalyst class is: 2. (3) Reactant: [CH2:1]([CH:4]1[C:16](=[O:17])[C:15]([CH3:18])=[C:14]2[C:6]([CH2:23][CH2:24][CH2:25][CH3:26])([CH2:7][C:8]3[C:13]2=[CH:12][CH:11]=[C:10]([O:19]COC)[CH:9]=3)[CH2:5]1)[CH:2]=[CH2:3].Cl. Product: [CH2:1]([CH:4]1[C:16](=[O:17])[C:15]([CH3:18])=[C:14]2[C:6]([CH2:23][CH2:24][CH2:25][CH3:26])([CH2:7][C:8]3[C:13]2=[CH:12][CH:11]=[C:10]([OH:19])[CH:9]=3)[CH2:5]1)[CH:2]=[CH2:3]. The catalyst class is: 49. (4) Reactant: [NH:1]1[CH:5]=[CH:4][C:3]([N:6]2[C:14](=[O:15])[C:13]3[C:8](=[CH:9][CH:10]=[CH:11][CH:12]=3)[C:7]2=[O:16])=[N:2]1.Cl[CH2:18][C:19]1[CH:24]=[CH:23][CH:22]=[C:21]([F:25])[N:20]=1.C(=O)([O-])[O-].[K+].[K+]. Product: [F:25][C:21]1[N:20]=[C:19]([CH2:18][N:1]2[CH:5]=[CH:4][C:3]([N:6]3[C:14](=[O:15])[C:13]4[C:8](=[CH:9][CH:10]=[CH:11][CH:12]=4)[C:7]3=[O:16])=[N:2]2)[CH:24]=[CH:23][CH:22]=1. The catalyst class is: 291.